Dataset: Forward reaction prediction with 1.9M reactions from USPTO patents (1976-2016). Task: Predict the product of the given reaction. Given the reactants [N+:1]([C:4]1[CH:5]=[CH:6][C:7]2[O:11][C:10](=[O:12])[NH:9][C:8]=2[CH:13]=1)([O-:3])=[O:2].[H-].[Na+].[CH3:16]I, predict the reaction product. The product is: [CH3:16][N:9]1[C:8]2[CH:13]=[C:4]([N+:1]([O-:3])=[O:2])[CH:5]=[CH:6][C:7]=2[O:11][C:10]1=[O:12].